This data is from NCI-60 drug combinations with 297,098 pairs across 59 cell lines. The task is: Regression. Given two drug SMILES strings and cell line genomic features, predict the synergy score measuring deviation from expected non-interaction effect. (1) Drug 1: CCCCCOC(=O)NC1=NC(=O)N(C=C1F)C2C(C(C(O2)C)O)O. Drug 2: C1CN(CCN1C(=O)CCBr)C(=O)CCBr. Cell line: SW-620. Synergy scores: CSS=6.44, Synergy_ZIP=-4.61, Synergy_Bliss=-8.45, Synergy_Loewe=-6.53, Synergy_HSA=-7.75. (2) Drug 1: CC(C1=C(C=CC(=C1Cl)F)Cl)OC2=C(N=CC(=C2)C3=CN(N=C3)C4CCNCC4)N. Drug 2: CC1=C(C=C(C=C1)NC(=O)C2=CC=C(C=C2)CN3CCN(CC3)C)NC4=NC=CC(=N4)C5=CN=CC=C5. Cell line: UO-31. Synergy scores: CSS=2.78, Synergy_ZIP=-0.489, Synergy_Bliss=1.36, Synergy_Loewe=-4.09, Synergy_HSA=-0.941. (3) Drug 1: CCC1=CC2CC(C3=C(CN(C2)C1)C4=CC=CC=C4N3)(C5=C(C=C6C(=C5)C78CCN9C7C(C=CC9)(C(C(C8N6C)(C(=O)OC)O)OC(=O)C)CC)OC)C(=O)OC.C(C(C(=O)O)O)(C(=O)O)O. Drug 2: C1=C(C(=O)NC(=O)N1)N(CCCl)CCCl. Cell line: HOP-62. Synergy scores: CSS=45.9, Synergy_ZIP=-1.28, Synergy_Bliss=-1.92, Synergy_Loewe=-11.6, Synergy_HSA=-0.503. (4) Drug 1: CC1CCC2CC(C(=CC=CC=CC(CC(C(=O)C(C(C(=CC(C(=O)CC(OC(=O)C3CCCCN3C(=O)C(=O)C1(O2)O)C(C)CC4CCC(C(C4)OC)OCCO)C)C)O)OC)C)C)C)OC. Drug 2: CCN(CC)CCCC(C)NC1=C2C=C(C=CC2=NC3=C1C=CC(=C3)Cl)OC. Cell line: MCF7. Synergy scores: CSS=15.3, Synergy_ZIP=-6.74, Synergy_Bliss=-9.23, Synergy_Loewe=-13.1, Synergy_HSA=-7.01. (5) Drug 1: CN1CCC(CC1)COC2=C(C=C3C(=C2)N=CN=C3NC4=C(C=C(C=C4)Br)F)OC. Drug 2: COC1=C(C=C2C(=C1)N=CN=C2NC3=CC(=C(C=C3)F)Cl)OCCCN4CCOCC4. Cell line: NCI-H322M. Synergy scores: CSS=57.6, Synergy_ZIP=-0.623, Synergy_Bliss=-1.10, Synergy_Loewe=3.61, Synergy_HSA=5.12. (6) Drug 1: CC12CCC3C(C1CCC2=O)CC(=C)C4=CC(=O)C=CC34C. Drug 2: CCCCCOC(=O)NC1=NC(=O)N(C=C1F)C2C(C(C(O2)C)O)O. Cell line: SF-295. Synergy scores: CSS=37.8, Synergy_ZIP=0.649, Synergy_Bliss=-2.49, Synergy_Loewe=-10.5, Synergy_HSA=-2.10. (7) Drug 1: CC1=C(C(=CC=C1)Cl)NC(=O)C2=CN=C(S2)NC3=CC(=NC(=N3)C)N4CCN(CC4)CCO. Drug 2: CC1C(C(CC(O1)OC2CC(CC3=C2C(=C4C(=C3O)C(=O)C5=CC=CC=C5C4=O)O)(C(=O)C)O)N)O. Cell line: LOX IMVI. Synergy scores: CSS=75.1, Synergy_ZIP=17.0, Synergy_Bliss=18.0, Synergy_Loewe=13.5, Synergy_HSA=20.1. (8) Drug 1: CCC1(CC2CC(C3=C(CCN(C2)C1)C4=CC=CC=C4N3)(C5=C(C=C6C(=C5)C78CCN9C7C(C=CC9)(C(C(C8N6C=O)(C(=O)OC)O)OC(=O)C)CC)OC)C(=O)OC)O.OS(=O)(=O)O. Drug 2: CN(C(=O)NC(C=O)C(C(C(CO)O)O)O)N=O. Cell line: EKVX. Synergy scores: CSS=-0.598, Synergy_ZIP=-1.000, Synergy_Bliss=-2.88, Synergy_Loewe=-3.38, Synergy_HSA=-3.37. (9) Drug 1: CS(=O)(=O)CCNCC1=CC=C(O1)C2=CC3=C(C=C2)N=CN=C3NC4=CC(=C(C=C4)OCC5=CC(=CC=C5)F)Cl. Drug 2: CCN(CC)CCCC(C)NC1=C2C=C(C=CC2=NC3=C1C=CC(=C3)Cl)OC. Cell line: UACC-257. Synergy scores: CSS=9.79, Synergy_ZIP=0.537, Synergy_Bliss=5.89, Synergy_Loewe=2.43, Synergy_HSA=3.65. (10) Drug 1: C1=NC2=C(N1)C(=S)N=C(N2)N. Drug 2: CC(C)(C#N)C1=CC(=CC(=C1)CN2C=NC=N2)C(C)(C)C#N. Cell line: OVCAR3. Synergy scores: CSS=44.4, Synergy_ZIP=0.365, Synergy_Bliss=0.695, Synergy_Loewe=0.382, Synergy_HSA=1.20.